Dataset: Full USPTO retrosynthesis dataset with 1.9M reactions from patents (1976-2016). Task: Predict the reactants needed to synthesize the given product. Given the product [CH:11]1([C:10]2[C:9]3[C:4](=[CH:5][C:6]([C:17]([OH:19])=[O:18])=[CH:7][CH:8]=3)[N:3]([CH2:21][C:22]([N:24]([CH3:25])[CH3:26])=[O:23])[C:2]=2[C:31]2[CH:32]=[CH:33][C:28]([CH3:27])=[CH:29][CH:30]=2)[CH2:12][CH2:13][CH2:14][CH2:15][CH2:16]1, predict the reactants needed to synthesize it. The reactants are: Br[C:2]1[N:3]([CH2:21][C:22]([N:24]([CH3:26])[CH3:25])=[O:23])[C:4]2[C:9]([C:10]=1[CH:11]1[CH2:16][CH2:15][CH2:14][CH2:13][CH2:12]1)=[CH:8][CH:7]=[C:6]([C:17]([O:19]C)=[O:18])[CH:5]=2.[CH3:27][C:28]1[CH:33]=[CH:32][C:31](B(O)O)=[CH:30][CH:29]=1.C([O-])([O-])=O.[Na+].[Na+].B(Br)(Br)Br.